This data is from Forward reaction prediction with 1.9M reactions from USPTO patents (1976-2016). The task is: Predict the product of the given reaction. (1) The product is: [CH3:22][O:21][C:19]([C:16]1[CH:15]=[CH:14][C:13]([CH3:12])=[CH:18][N+:17]=1[O-:6])=[O:20]. Given the reactants ClC1C=C(C=CC=1)C(OO)=[O:6].[CH3:12][C:13]1[CH:14]=[CH:15][C:16]([C:19]([O:21][CH3:22])=[O:20])=[N:17][CH:18]=1, predict the reaction product. (2) Given the reactants [CH2:1]([C:3]1[CH:8]=[CH:7][C:6]([CH:9]2[CH2:14][NH:13][CH2:12][CH:11]([C:15]([NH:17][C:18]3[CH:23]=[CH:22][CH:21]=[CH:20][CH:19]=3)=[O:16])[CH2:10]2)=[CH:5][CH:4]=1)[CH3:2].[CH:24]1([CH2:27][C:28](O)=[O:29])[CH2:26][CH2:25]1, predict the reaction product. The product is: [CH:24]1([CH2:27][C:28]([N:13]2[CH2:14][CH:9]([C:6]3[CH:5]=[CH:4][C:3]([CH2:1][CH3:2])=[CH:8][CH:7]=3)[CH2:10][CH:11]([C:15]([NH:17][C:18]3[CH:19]=[CH:20][CH:21]=[CH:22][CH:23]=3)=[O:16])[CH2:12]2)=[O:29])[CH2:26][CH2:25]1.